From a dataset of Catalyst prediction with 721,799 reactions and 888 catalyst types from USPTO. Predict which catalyst facilitates the given reaction. (1) Reactant: ClC(Cl)(O[C:5](=[O:11])OC(Cl)(Cl)Cl)Cl.[CH:13]([N:16]1[C:20]2[N:21]=[C:22]([C:31]3[CH:36]=[CH:35][C:34]([NH2:37])=[CH:33][CH:32]=3)[N:23]=[C:24]([N:25]3[CH2:30][CH2:29][O:28][CH2:27][CH2:26]3)[C:19]=2[N:18]=[N:17]1)([CH3:15])[CH3:14].[NH2:38][C:39]1[CH:44]=[CH:43][N:42]=[CH:41][CH:40]=1.CCN(CC)CC. Product: [CH:13]([N:16]1[C:20]2[N:21]=[C:22]([C:31]3[CH:32]=[CH:33][C:34]([NH:37][C:5]([NH:38][C:39]4[CH:44]=[CH:43][N:42]=[CH:41][CH:40]=4)=[O:11])=[CH:35][CH:36]=3)[N:23]=[C:24]([N:25]3[CH2:30][CH2:29][O:28][CH2:27][CH2:26]3)[C:19]=2[N:18]=[N:17]1)([CH3:15])[CH3:14]. The catalyst class is: 2. (2) Product: [CH2:1]([C:5]1[N:6]=[C:7]([CH3:27])[N:8]([CH2:66][CH2:65][N:59]2[CH2:64][CH2:63][O:62][CH2:61][CH2:60]2)[C:9](=[O:26])[C:10]=1[CH2:11][C:12]1[CH:17]=[CH:16][C:15]([C:18]2[C:19]([C:24]#[N:25])=[CH:20][CH:21]=[CH:22][CH:23]=2)=[CH:14][CH:13]=1)[CH2:2][CH2:3][CH3:4]. Reactant: [CH2:1]([C:5]1[N:6]=[C:7]([CH3:27])[NH:8][C:9](=[O:26])[C:10]=1[CH2:11][C:12]1[CH:17]=[CH:16][C:15]([C:18]2[C:19]([C:24]#[N:25])=[CH:20][CH:21]=[CH:22][CH:23]=2)=[CH:14][CH:13]=1)[CH2:2][CH2:3][CH3:4].N(C(N1CCCCC1)=O)=NC(N1CCCCC1)=O.C(P(CCCC)CCCC)CCC.[N:59]1([CH2:65][CH2:66]O)[CH2:64][CH2:63][O:62][CH2:61][CH2:60]1. The catalyst class is: 362. (3) Reactant: [CH3:1][N:2]([S:23]([C:26]1[CH:31]=[CH:30][CH:29]=[CH:28][C:27]=1[C:32]([F:35])([F:34])[F:33])(=[O:25])=[O:24])[C:3]1[CH:4]=[CH:5][CH:6]=[C:7]2[C:11]=1[NH:10][C:9]([C:12]1[S:13][CH:14]([CH2:17][C:18](OCC)=[O:19])[CH2:15][N:16]=1)=[CH:8]2.[BH4-].[Li+].O1CCCC1.C(O)(=O)CC(CC(O)=O)(C(O)=O)O. Product: [OH:19][CH2:18][CH2:17][CH:14]1[S:13][C:12]([C:9]2[NH:10][C:11]3[C:7]([CH:8]=2)=[CH:6][CH:5]=[CH:4][C:3]=3[N:2]([CH3:1])[S:23]([C:26]2[CH:31]=[CH:30][CH:29]=[CH:28][C:27]=2[C:32]([F:33])([F:34])[F:35])(=[O:24])=[O:25])=[N:16][CH2:15]1. The catalyst class is: 5. (4) Reactant: C[C@@:2]1([C:15]([OH:17])=[O:16])[CH2:6][CH:5]([OH:7])[CH2:4][N:3]1[C:8]([O:10][C:11]([CH3:14])([CH3:13])[CH3:12])=[O:9].[CH:18]1C=CC(P(C2C=CC=CC=2)C2C=CC=CC=2)=CC=1.[F:37][C:38]1[CH:43]=[C:42]([F:44])[CH:41]=[CH:40][C:39]=1O.CC(OC(/N=N/C(OC(C)C)=O)=O)C. Product: [C:11]([O:10][C:8]([N:3]1[CH2:4][CH:5]([O:7][C:41]2[CH:40]=[CH:39][C:38]([F:37])=[CH:43][C:42]=2[F:44])[CH2:6][CH:2]1[C:15]([O:17][CH3:18])=[O:16])=[O:9])([CH3:12])([CH3:13])[CH3:14]. The catalyst class is: 1. (5) Reactant: C([O:4][C:5]1[N:6]=[C:7]([C:29]([N:31]([CH3:33])[CH3:32])=[O:30])[C:8]2[CH2:9][CH2:10][N:11]([CH2:20][C:21]3[CH:26]=[CH:25][C:24]([F:27])=[C:23]([Cl:28])[CH:22]=3)[C:12](=[O:19])[C:13]=2[C:14]=1[O:15]C(=O)C)(=O)C.C[O-].[Na+].Cl. Product: [Cl:28][C:23]1[CH:22]=[C:21]([CH:26]=[CH:25][C:24]=1[F:27])[CH2:20][N:11]1[CH2:10][CH2:9][C:8]2[C:7]([C:29]([N:31]([CH3:33])[CH3:32])=[O:30])=[N:6][C:5]([OH:4])=[C:14]([OH:15])[C:13]=2[C:12]1=[O:19]. The catalyst class is: 5. (6) Reactant: [F:1][C:2]([F:18])([F:17])[C:3]1[CH:4]=[C:5]([CH:8]=[C:9]([C:13]([F:16])([F:15])[F:14])[C:10]=1OC)[CH:6]=[O:7].B(Br)(Br)Br.[OH2:23]. The catalyst class is: 2. Product: [OH:23][C:4]1[C:3]([C:2]([F:18])([F:17])[F:1])=[CH:10][C:9]([C:13]([F:16])([F:15])[F:14])=[CH:8][C:5]=1[CH:6]=[O:7]. (7) The catalyst class is: 708. Reactant: [CH3:1][C:2]1([CH3:10])[S:6][CH2:5][NH:4][CH:3]1[C:7]([OH:9])=[O:8].C(N(CC)CC)C.[C:18]([O:22][C:23]1[CH:28]=[CH:27][C:26]([S:29](Cl)(=[O:31])=[O:30])=[CH:25][CH:24]=1)#[C:19][CH2:20][CH3:21]. Product: [CH2:18]([O:22][C:23]1[CH:28]=[CH:27][C:26]([S:29]([N:4]2[C@@H:3]([C:7]([OH:9])=[O:8])[C:2]([CH3:10])([CH3:1])[S:6][CH2:5]2)(=[O:31])=[O:30])=[CH:25][CH:24]=1)[C:19]#[C:20][CH3:21].